From a dataset of Forward reaction prediction with 1.9M reactions from USPTO patents (1976-2016). Predict the product of the given reaction. (1) Given the reactants [C:1]1([C:19]2[CH:24]=[CH:23][CH:22]=[CH:21][CH:20]=2)[CH:6]=[CH:5][CH:4]=[C:3]([C:7]2[CH:12]=[N:11][CH:10]=[C:9]3[NH:13][C:14]([C:16]([NH2:18])=O)=[CH:15][C:8]=23)[CH:2]=1.C(OC(C(F)(F)F)=O)(C(F)(F)F)=O, predict the reaction product. The product is: [C:1]1([C:19]2[CH:20]=[CH:21][CH:22]=[CH:23][CH:24]=2)[CH:6]=[CH:5][CH:4]=[C:3]([C:7]2[CH:12]=[N:11][CH:10]=[C:9]3[NH:13][C:14]([C:16]#[N:18])=[CH:15][C:8]=23)[CH:2]=1. (2) Given the reactants N1C2C(=CC=CC=2)N=CC=1C(Cl)=O.C([O:16][C:17]([C:19]1([NH:43]C(OC(C)(C)C)=O)[CH2:24][CH:23]([NH:25][C:26]([C:28]2[CH:37]=[N:36][C:35]3[C:30](=[CH:31][CH:32]=[CH:33][CH:34]=3)[N:29]=2)=[O:27])[CH:22]2[CH:20]1[CH:21]2[C:38]([O:40]CC)=[O:39])=[O:18])C, predict the reaction product. The product is: [NH2:43][C:19]1([C:17]([OH:18])=[O:16])[CH2:24][CH:23]([NH:25][C:26]([C:28]2[CH:37]=[N:36][C:35]3[C:30](=[CH:31][CH:32]=[CH:33][CH:34]=3)[N:29]=2)=[O:27])[CH:22]2[CH:20]1[CH:21]2[C:38]([OH:40])=[O:39]. (3) The product is: [CH2:1]([N:3]1[CH2:8][CH2:7][N:6]([CH2:16][CH2:17][OH:18])[CH2:5][CH2:4]1)[CH3:2]. Given the reactants [CH2:1]([N:3]1[CH2:8][CH2:7][NH:6][CH2:5][CH2:4]1)[CH3:2].C(=O)([O-])[O-].[K+].[K+].Br[CH2:16][CH2:17][OH:18], predict the reaction product. (4) Given the reactants [F:1][C:2]1[CH:3]=[C:4]([N:8]2[C@@:12]3([CH2:17][CH2:16][N:15]([C:18]([O:20][CH2:21][C:22]4[CH:27]=[CH:26][CH:25]=[CH:24][CH:23]=4)=[O:19])[C@@H:14]([CH3:28])[CH2:13]3)[C:11](=[O:29])[CH2:10][S:9]2(=[O:31])=[O:30])[CH:5]=[CH:6][CH:7]=1.S(OC)(O[CH3:36])(=O)=O.C(=O)([O-])[O-].[K+].[K+], predict the reaction product. The product is: [F:1][C:2]1[CH:3]=[C:4]([N:8]2[C@@:12]3([CH2:17][CH2:16][N:15]([C:18]([O:20][CH2:21][C:22]4[CH:27]=[CH:26][CH:25]=[CH:24][CH:23]=4)=[O:19])[C@@H:14]([CH3:28])[CH2:13]3)[C:11]([O:29][CH3:36])=[CH:10][S:9]2(=[O:31])=[O:30])[CH:5]=[CH:6][CH:7]=1. (5) Given the reactants C[O-].[Na+].CO.CO.C([O:11][C:12]1[CH:17]=[CH:16][C:15]([C:18](=[O:36])[NH:19][C:20]2[CH:25]=[C:24]([C:26]3[CH:31]=[CH:30][CH:29]=[CH:28][CH:27]=3)[CH:23]=[CH:22][C:21]=2[C:32]([O:34][CH3:35])=[O:33])=[C:14]([O:37]C(=O)C)[CH:13]=1)(=O)C.Cl, predict the reaction product. The product is: [OH:37][C:14]1[CH:13]=[C:12]([OH:11])[CH:17]=[CH:16][C:15]=1[C:18]([NH:19][C:20]1[CH:25]=[C:24]([C:26]2[CH:31]=[CH:30][CH:29]=[CH:28][CH:27]=2)[CH:23]=[CH:22][C:21]=1[C:32]([O:34][CH3:35])=[O:33])=[O:36]. (6) Given the reactants F[C:2]1[CH:3]=[C:4]([CH:11]=[CH:12][C:13]=1[N+:14]([O-:16])=[O:15])[O:5][CH2:6][CH2:7][N:8]([CH3:10])[CH3:9].[C:17]1([OH:23])[CH:22]=[CH:21][CH:20]=[CH:19][CH:18]=1.C(=O)([O-])[O-].[K+].[K+], predict the reaction product. The product is: [CH3:9][N:8]([CH3:10])[CH2:7][CH2:6][O:5][C:4]1[CH:11]=[CH:12][C:13]([N+:14]([O-:16])=[O:15])=[C:2]([O:23][C:17]2[CH:22]=[CH:21][CH:20]=[CH:19][CH:18]=2)[CH:3]=1. (7) Given the reactants CCN(C(C)C)C(C)C.Cl[C:11]1[NH:12][C:13](=[O:21])[C:14]2[CH:19]=[N:18][N:17]([CH3:20])[C:15]=2[N:16]=1.[CH3:22][N:23]1[CH:27]=[C:26]([CH2:28][N:29]2[CH2:34][CH2:33][NH:32][CH2:31][CH2:30]2)[CH:25]=[N:24]1, predict the reaction product. The product is: [CH3:20][N:17]1[C:15]2[N:16]=[C:11]([N:32]3[CH2:33][CH2:34][N:29]([CH2:28][C:26]4[CH:25]=[N:24][N:23]([CH3:22])[CH:27]=4)[CH2:30][CH2:31]3)[NH:12][C:13](=[O:21])[C:14]=2[CH:19]=[N:18]1. (8) Given the reactants Br[C:2]1[CH2:3][C:4]2[C:9]([CH:10]=1)=[C:8]([C:11]1[CH:16]=[C:15]([C:17]([CH3:20])([CH3:19])[CH3:18])[CH:14]=[C:13]([C:21]([CH3:24])([CH3:23])[CH3:22])[CH:12]=1)[CH:7]=[CH:6][CH:5]=2.[CH:25]1([Mg]Br)[CH2:27][CH2:26]1.O1CCCC1.Cl, predict the reaction product. The product is: [CH:25]1([C:2]2[CH2:3][C:4]3[C:9]([CH:10]=2)=[C:8]([C:11]2[CH:12]=[C:13]([C:21]([CH3:24])([CH3:23])[CH3:22])[CH:14]=[C:15]([C:17]([CH3:20])([CH3:19])[CH3:18])[CH:16]=2)[CH:7]=[CH:6][CH:5]=3)[CH2:27][CH2:26]1.